From a dataset of Experimentally validated miRNA-target interactions with 360,000+ pairs, plus equal number of negative samples. Binary Classification. Given a miRNA mature sequence and a target amino acid sequence, predict their likelihood of interaction. (1) The miRNA is rno-miR-200c-5p with sequence CGUCUUACCCAGCAGUGUUUG. The protein sequence of the target gene is MEGLGRSCLWLRRELSPPRPRLLLLDCRSRELYESARIGGALSVALPALLLRRLRRGSLSVRALLPGPPLQPPPPAPVLLYDQGGGRRRRGEAEAEAEEWEAESVLGTLLQKLREEGYLAYYLQGGFSRFQAECPHLCETSLAGRAGSSMAPVPGPVPVVGLGSLCLGSDCSDAESEADRDSMSCGLDSEGATPPPVGLRASFPVQILPNLYLGSARDSANLESLAKLGIRYILNVTPNLPNFFEKNGDFHYKQIPISDHWSQNLSRFFPEAIEFIDEALSQNCGVLVHCLAGVSRSVTV.... Result: 0 (no interaction). (2) The protein sequence of the target gene is MAHVPARTSPGPGPQLLLLLLPLFLLLLRDVAGSHRAPAWSALPAAADGLQGDRDLQRHPGDAAATLGPSAQDMVAVHMHRLYEKYSRQGARPGGGNTVRSFRARLEVVDQKAVYFFNLTSMQDSEMILTATFHFYSEPPRWPRALEVLCKPRAKNASGRPLPLGPPTRQHLLFRSLSQNTATQGLLRGAMALAPPPRGLWQAKDISPIVKAARRDGELLLSAQLDSEERDPGVPRPSPYAPYILVYANDLAISEPNSVAVTLQRYDPFPAGDPEPRAAPNNSADPRVRRAAQATGPLQD.... Result: 0 (no interaction). The miRNA is hsa-miR-1244 with sequence AAGUAGUUGGUUUGUAUGAGAUGGUU. (3) The miRNA is mmu-miR-5124a with sequence GGUCCAGUGACUAAGAGCAU. The protein sequence of the target gene is MRAAYLFLLFLPAGLLAQGQYDLDPLPPFPDHVQYTHYSDQIDNPDYYDYQEVTPRPSEEQFQFQSQQQVQQEVIPAPTPEPGNAELEPTEPGPLDCREEQYPCTRLYSIHRPCKQCLNEVCFYSLRRVYVINKEICVRTVCAHEELLRADLCRDKFSKCGVMASSGLCQSVAASCARSCGSC. Result: 0 (no interaction). (4) The miRNA is hsa-miR-31-5p with sequence AGGCAAGAUGCUGGCAUAGCU. The protein sequence of the target gene is MNLPRAERPRSTPQRSLRDSDGEDGKIDVLGEEEDEDEVEDEEEEARQQFLEQSLQPGLQVARWGGVALPREHIEGGGGPSDPSEFGTKFRAPPRSAAASEDARQPAKPPYSYIALITMAILQNPHKRLTLSGICAFISGRFPYYRRKFPAWQNSIRHNLSLNDCFVKIPREPGHPGKGNYWSLDPASQDMFDNGSFLRRRKRFKRHQLTPGAHLPHPFPLPAAHAALHNPHPGPLLGAPAPPQPVPGAYPNTAPGRCPYALLHPHPLRYLLLSAPVYAGAPKKAEGADLATPAPFPCCS.... Result: 1 (interaction). (5) The miRNA is mmu-miR-466a-3p with sequence UAUACAUACACGCACACAUAAGA. The protein sequence of the target gene is MGNYLLRKLSCLGENQKKPKKGNPDEERKRQEMTTFERKLQDQDKKSQEVSSTSNQENENGSGSEEVCYTVINHIPHQRSSLSSNDDGYENIDSLTRKVRQFRERSETEYALLRTSVSRPCSCTHEHDYEVVFPH. Result: 0 (no interaction). (6) The miRNA is mmu-miR-301b-3p with sequence CAGUGCAAUGGUAUUGUCAAAGC. The protein sequence of the target gene is MSKNDGEIRFGNPAELHGPKVQIPYLTTEKNSFKRMDNEDKQQETQSPTMSPLASPPSSPPHYQRVSLSHGYSKLRSGTEQMHPAPYERQPIGQPEGPSSEGPGAKPFRRQASLIRSFSVEREPQENNSNYPDEPWRITEEQREYYVNQFRSLQPDPSSFISGSVAKNFFTKSKLSIPELSYIWELSDADCDGALTLSEFCAAFHLIVARKNGYPLPEGLPPTLQPEYLQAAFPKSKWECAIFDSYSESMPANQQSCDLNRMEKTSVKDVADFPVPTQDVTTADDKQALKSTVNESLPKD.... Result: 1 (interaction). (7) The miRNA is hsa-miR-629-3p with sequence GUUCUCCCAACGUAAGCCCAGC. The protein sequence of the target gene is MASSSTVPLGFHYETKYVVLSYLGLLSQEKLQEQHLSSPQGVQLDIASQSLDQEILLKVKTEIEEELKSLDKEISEAFTSTGFDRHTSPVFSPANPESSMEDCLAHLGEKVSQELKEPLHKALQMLLSQPVTYQAFRECTLETTVHASGWNKILVPLVLLRQMLLELTRRGQEPLSALLQFGVTYLEDYSAEYIIQQGGWGTVFSLESEEEEYPGITAEDSNDIYILPSDNSGQVSPPESPTVTTSWQSESLPVSLSASQSWHTESLPVSLGPESWQQIAMDPEEVKSLDSNGAGEKSEN.... Result: 1 (interaction).